From a dataset of Full USPTO retrosynthesis dataset with 1.9M reactions from patents (1976-2016). Predict the reactants needed to synthesize the given product. Given the product [F:1][C:2]1[CH:9]=[C:8]([F:10])[CH:7]=[C:6]([O:11][C@H:12]([CH2:14][CH:15]=[CH2:16])[CH3:13])[C:3]=1[CH2:4][OH:5], predict the reactants needed to synthesize it. The reactants are: [F:1][C:2]1[CH:9]=[C:8]([F:10])[CH:7]=[C:6]([O:11][C@H:12]([CH2:14][CH:15]=[CH2:16])[CH3:13])[C:3]=1[CH:4]=[O:5].[H-].[Al+3].[Li+].[H-].[H-].[H-].